From a dataset of Reaction yield outcomes from USPTO patents with 853,638 reactions. Predict the reaction yield, written as a fraction of the theoretical maximum amount of product (1.0 means a 100% yield; for example, 0.34 means a 34% yield). (1) The reactants are [Br:1][C:2]1[CH:20]=[CH:19][C:5]([O:6][CH2:7][CH:8]2[CH2:11][N:10](C(OC(C)(C)C)=O)[CH2:9]2)=[CH:4][CH:3]=1.C(O)(C(F)(F)F)=O. The catalyst is C(Cl)Cl. The product is [Br:1][C:2]1[CH:3]=[CH:4][C:5]([O:6][CH2:7][CH:8]2[CH2:9][NH:10][CH2:11]2)=[CH:19][CH:20]=1. The yield is 1.00. (2) The catalyst is C(OC(=O)C)(=O)C. The product is [S:9]1[C:4]2[CH:3]=[CH:2][CH:1]=[CH:6][C:5]=2[C:7](/[CH:10]=[C:16]2\[N:15]=[C:12]([CH3:13])[O:19][C:17]\2=[O:18])=[CH:8]1. The yield is 0.390. The reactants are [CH:1]1[CH:6]=[C:5]2[C:7]([CH:10]=O)=[CH:8][S:9][C:4]2=[CH:3][CH:2]=1.[C:12]([NH:15][CH2:16][C:17]([OH:19])=[O:18])(=O)[CH3:13].C([O-])(=O)C.[Na+]. (3) The reactants are [Cl:1][C:2]1[C:10]2[O:9][CH2:8][O:7][C:6]=2[CH:5]=[C:4]([CH2:11]Cl)[CH:3]=1.[C-:13]#[N:14].[Na+].O. The catalyst is CS(C)=O. The product is [Cl:1][C:2]1[C:10]2[O:9][CH2:8][O:7][C:6]=2[CH:5]=[C:4]([CH2:11][C:13]#[N:14])[CH:3]=1. The yield is 0.580. (4) The reactants are [CH3:1][C:2]([C:22]([O:24][CH3:25])=[O:23])([CH3:21])[NH:3][C:4]([C:6]1[CH:11]=[CH:10][C:9]([C:12]2[CH:17]=[CH:16][C:15]([N+:18]([O-:20])=[O:19])=[CH:14][CH:13]=2)=[CH:8][CH:7]=1)=[O:5].[H-].[Na+].[CH3:28]N(C)C=O.IC. The catalyst is O. The product is [CH3:28][N:3]([C:4]([C:6]1[CH:7]=[CH:8][C:9]([C:12]2[CH:17]=[CH:16][C:15]([N+:18]([O-:20])=[O:19])=[CH:14][CH:13]=2)=[CH:10][CH:11]=1)=[O:5])[C:2]([CH3:1])([C:22]([O:24][CH3:25])=[O:23])[CH3:21]. The yield is 0.940. (5) The reactants are [CH:1]1([C:6]#[C:7][C:8]#[N:9])[CH2:5][CH2:4][CH2:3][CH2:2]1.[NH:10]1[CH:14]=[C:13]([C:15]2[C:16]3[CH:23]=[CH:22][N:21]([CH2:24][O:25][CH2:26][CH2:27][Si:28]([CH3:31])([CH3:30])[CH3:29])[C:17]=3[N:18]=[CH:19][N:20]=2)[CH:12]=[N:11]1.C1CCN2C(=NCCC2)CC1. The catalyst is C(#N)C. The product is [C:1]1(=[C:6]([N:10]2[CH:14]=[C:13]([C:15]3[C:16]4[CH:23]=[CH:22][N:21]([CH2:24][O:25][CH2:26][CH2:27][Si:28]([CH3:31])([CH3:30])[CH3:29])[C:17]=4[N:18]=[CH:19][N:20]=3)[CH:12]=[N:11]2)[CH2:7][C:8]#[N:9])[CH2:5][CH2:4][CH2:3][CH2:2]1. The yield is 0.740.